Dataset: Peptide-MHC class II binding affinity with 134,281 pairs from IEDB. Task: Regression. Given a peptide amino acid sequence and an MHC pseudo amino acid sequence, predict their binding affinity value. This is MHC class II binding data. The peptide sequence is KEDFLGSLVKEIPPRLLYAK. The MHC is HLA-DQA10501-DQB10301 with pseudo-sequence HLA-DQA10501-DQB10301. The binding affinity (normalized) is 0.704.